From a dataset of NCI-60 drug combinations with 297,098 pairs across 59 cell lines. Regression. Given two drug SMILES strings and cell line genomic features, predict the synergy score measuring deviation from expected non-interaction effect. (1) Drug 1: CC1C(C(CC(O1)OC2CC(OC(C2O)C)OC3=CC4=CC5=C(C(=O)C(C(C5)C(C(=O)C(C(C)O)O)OC)OC6CC(C(C(O6)C)O)OC7CC(C(C(O7)C)O)OC8CC(C(C(O8)C)O)(C)O)C(=C4C(=C3C)O)O)O)O. Drug 2: CN(CC1=CN=C2C(=N1)C(=NC(=N2)N)N)C3=CC=C(C=C3)C(=O)NC(CCC(=O)O)C(=O)O. Cell line: KM12. Synergy scores: CSS=65.7, Synergy_ZIP=0.445, Synergy_Bliss=0.365, Synergy_Loewe=-7.97, Synergy_HSA=-0.118. (2) Drug 1: C(=O)(N)NO. Drug 2: CC1CCCC2(C(O2)CC(NC(=O)CC(C(C(=O)C(C1O)C)(C)C)O)C(=CC3=CSC(=N3)C)C)C. Cell line: 786-0. Synergy scores: CSS=48.0, Synergy_ZIP=9.62, Synergy_Bliss=7.06, Synergy_Loewe=-38.7, Synergy_HSA=5.63. (3) Drug 1: C1=NC2=C(N1)C(=S)N=CN2. Drug 2: CC(C)NC(=O)C1=CC=C(C=C1)CNNC.Cl. Cell line: SNB-75. Synergy scores: CSS=35.9, Synergy_ZIP=-7.69, Synergy_Bliss=-3.75, Synergy_Loewe=-37.0, Synergy_HSA=-3.72. (4) Drug 1: CC(C)NC(=O)C1=CC=C(C=C1)CNNC.Cl. Drug 2: CC(C)CN1C=NC2=C1C3=CC=CC=C3N=C2N. Cell line: NCI-H460. Synergy scores: CSS=-2.80, Synergy_ZIP=0.900, Synergy_Bliss=-1.08, Synergy_Loewe=-2.97, Synergy_HSA=-2.97. (5) Drug 1: CC1OCC2C(O1)C(C(C(O2)OC3C4COC(=O)C4C(C5=CC6=C(C=C35)OCO6)C7=CC(=C(C(=C7)OC)O)OC)O)O. Drug 2: CS(=O)(=O)CCNCC1=CC=C(O1)C2=CC3=C(C=C2)N=CN=C3NC4=CC(=C(C=C4)OCC5=CC(=CC=C5)F)Cl. Cell line: K-562. Synergy scores: CSS=30.4, Synergy_ZIP=-13.3, Synergy_Bliss=-13.9, Synergy_Loewe=-20.5, Synergy_HSA=-13.3. (6) Drug 1: C1CCN(CC1)CCOC2=CC=C(C=C2)C(=O)C3=C(SC4=C3C=CC(=C4)O)C5=CC=C(C=C5)O. Drug 2: C1=CC(=CC=C1CC(C(=O)O)N)N(CCCl)CCCl.Cl. Cell line: SF-268. Synergy scores: CSS=27.2, Synergy_ZIP=-4.37, Synergy_Bliss=9.49, Synergy_Loewe=2.09, Synergy_HSA=1.97.